This data is from Forward reaction prediction with 1.9M reactions from USPTO patents (1976-2016). The task is: Predict the product of the given reaction. Given the reactants [C:1]([C:3]1[CH:8]=[CH:7][C:6]([CH2:9][CH2:10][C:11](O)=O)=[CH:5][CH:4]=1)#[N:2].[C:14]1([N:20]([CH2:32][CH2:33][C:34]2[NH:38][N:37]=[N:36][N:35]=2)[C:21](=[O:31])[C:22]2[CH:27]=[CH:26][C:25]([NH:28][CH3:29])=[C:24]([NH2:30])[CH:23]=2)[CH:19]=[CH:18][CH:17]=[CH:16][CH:15]=1.[K+].[Br-], predict the reaction product. The product is: [C:14]1([N:20]([CH2:32][CH2:33][C:34]2[NH:38][N:37]=[N:36][N:35]=2)[C:21]([C:22]2[CH:27]=[CH:26][C:25]3[N:28]([CH3:29])[C:11]([CH2:10][CH2:9][C:6]4[CH:5]=[CH:4][C:3]([C:1]#[N:2])=[CH:8][CH:7]=4)=[N:30][C:24]=3[CH:23]=2)=[O:31])[CH:19]=[CH:18][CH:17]=[CH:16][CH:15]=1.